Dataset: Forward reaction prediction with 1.9M reactions from USPTO patents (1976-2016). Task: Predict the product of the given reaction. (1) Given the reactants [NH2:1][C:2]1[C:3]([Cl:13])=[C:4]([CH:9]=[C:10]([Br:12])[CH:11]=1)[C:5]([O:7][CH3:8])=[O:6].[C:14]1(=O)[CH2:18][CH2:17][CH2:16][CH2:15]1.C(O)(=O)C.C([BH3-])#N.[Na+], predict the reaction product. The product is: [Br:12][C:10]1[CH:11]=[C:2]([NH:1][CH:14]2[CH2:18][CH2:17][CH2:16][CH2:15]2)[C:3]([Cl:13])=[C:4]([CH:9]=1)[C:5]([O:7][CH3:8])=[O:6]. (2) Given the reactants [Cl:1][C:2]1[CH:7]=[CH:6][C:5]([C:8]2[C:9]3[C:22]([CH3:23])=[C:21]([CH3:24])[S:20][C:10]=3[NH:11][C:12](=[N:18][NH2:19])[C@@:13]3([CH2:16][C@H:15]3[CH3:17])[N:14]=2)=[CH:4][CH:3]=1.C1N=CN([C:30](N2C=NC=C2)=[O:31])C=1, predict the reaction product. The product is: [Cl:1][C:2]1[CH:7]=[CH:6][C:5]([C:8]2[C:9]3[C:22]([CH3:23])=[C:21]([CH3:24])[S:20][C:10]=3[N:11]3[C:30](=[O:31])[NH:19][N:18]=[C:12]3[C@@:13]3([CH2:16][C@H:15]3[CH3:17])[N:14]=2)=[CH:4][CH:3]=1. (3) The product is: [CH2:14]([C:3]1([CH2:1][CH3:2])[C:11]2[C:6](=[C:7]([O:12][CH3:13])[CH:8]=[CH:9][CH:10]=2)[N:5]([C:17]2[CH:22]=[CH:21][CH:20]=[CH:19][C:18]=2[N+:23]([O-:25])=[O:24])[CH2:4]1)[CH3:15]. Given the reactants [CH2:1]([C:3]1([CH2:14][CH3:15])[C:11]2[C:6](=[C:7]([O:12][CH3:13])[CH:8]=[CH:9][CH:10]=2)[NH:5][CH2:4]1)[CH3:2].Br[C:17]1[CH:22]=[CH:21][CH:20]=[CH:19][C:18]=1[N+:23]([O-:25])=[O:24].C1C=CC(P(C2C(C3C(P(C4C=CC=CC=4)C4C=CC=CC=4)=CC=C4C=3C=CC=C4)=C3C(C=CC=C3)=CC=2)C2C=CC=CC=2)=CC=1.C(=O)([O-])[O-].[Cs+].[Cs+], predict the reaction product.